This data is from Full USPTO retrosynthesis dataset with 1.9M reactions from patents (1976-2016). The task is: Predict the reactants needed to synthesize the given product. (1) Given the product [Br:12][CH2:13][CH2:14][CH2:15][CH2:16][O:1][C:2]1[CH:9]=[CH:8][C:5]([C:6]#[N:7])=[C:4]([O:10][CH3:11])[CH:3]=1, predict the reactants needed to synthesize it. The reactants are: [OH:1][C:2]1[CH:9]=[CH:8][C:5]([C:6]#[N:7])=[C:4]([O:10][CH3:11])[CH:3]=1.[Br:12][CH2:13][CH2:14][CH2:15][CH2:16]Br. (2) Given the product [CH2:30]([N:33]([CH2:34][CH:35]=[CH2:36])[C:11]1[C:10]([N+:18]([O-:20])=[O:19])=[C:9]([NH:8][CH2:1][C:2]2[CH:7]=[CH:6][CH:5]=[CH:4][CH:3]=2)[C:14]([CH3:15])=[C:13]([CH3:16])[N:12]=1)[CH:31]=[CH2:32], predict the reactants needed to synthesize it. The reactants are: [CH2:1]([NH:8][C:9]1[C:14]([CH3:15])=[C:13]([CH3:16])[N:12]=[C:11](Cl)[C:10]=1[N+:18]([O-:20])=[O:19])[C:2]1[CH:7]=[CH:6][CH:5]=[CH:4][CH:3]=1.C(N(C(C)C)CC)(C)C.[CH2:30]([NH:33][CH2:34][CH:35]=[CH2:36])[CH:31]=[CH2:32]. (3) Given the product [F:12][C:13]([F:17])([F:16])[CH2:14][NH:15][C:9]([C:5]1[C:6]([Cl:8])=[N:7][C:2]([Cl:1])=[N:3][CH:4]=1)=[O:10], predict the reactants needed to synthesize it. The reactants are: [Cl:1][C:2]1[N:7]=[C:6]([Cl:8])[C:5]([C:9](Cl)=[O:10])=[CH:4][N:3]=1.[F:12][C:13]([F:17])([F:16])[CH2:14][NH2:15].C(N(CC)CC)C. (4) Given the product [Cl:1][C:2]1[CH:3]=[C:4]([CH:31]=[CH:32][CH:33]=1)[CH2:5][N:6]1[C:10]2[CH:11]=[CH:12][C:13]3[N:14]([C:15]([CH3:18])=[N:16][N:17]=3)[C:9]=2[CH:8]=[C:7]1[C:19]1[CH:23]=[CH:22][N:21]([C:24]2([CH2:28][C:29]#[N:30])[CH2:27][N:26]([S:35]([CH3:34])(=[O:37])=[O:36])[CH2:25]2)[N:20]=1, predict the reactants needed to synthesize it. The reactants are: [Cl:1][C:2]1[CH:3]=[C:4]([CH:31]=[CH:32][CH:33]=1)[CH2:5][N:6]1[C:10]2[CH:11]=[CH:12][C:13]3[N:14]([C:15]([CH3:18])=[N:16][N:17]=3)[C:9]=2[CH:8]=[C:7]1[C:19]1[CH:23]=[CH:22][N:21]([C:24]2([CH2:28][C:29]#[N:30])[CH2:27][NH:26][CH2:25]2)[N:20]=1.[CH3:34][S:35](Cl)(=[O:37])=[O:36].C(N(CC)CC)C. (5) Given the product [CH3:1][N:2]([CH:4]=[N:5][C:6]1[N:7]([CH2:17][O:18][C:19](=[O:24])[C:20]([CH3:23])([CH3:22])[CH3:21])[C:8](=[O:16])[C:9]2[NH:14][CH:13]=[C:12]([C:37]#[C:38][CH3:39])[C:10]=2[N:11]=1)[CH3:3], predict the reactants needed to synthesize it. The reactants are: [CH3:1][N:2]([CH:4]=[N:5][C:6]1[N:7]([CH2:17][O:18][C:19](=[O:24])[C:20]([CH3:23])([CH3:22])[CH3:21])[C:8](=[O:16])[C:9]2[NH:14][CH:13]=[C:12](I)[C:10]=2[N:11]=1)[CH3:3].CN(C=O)C.C(N(CC)CC)C.[CH:37]#[C:38][CH3:39]. (6) Given the product [F:1][C:2]1[CH:3]=[C:4]([CH:14]([NH:16][C:17]([C:19]2[N:20]=[C:21]([O:32][C:28]3[CH:29]=[CH:30][CH:31]=[C:26]([Br:25])[CH:27]=3)[O:22][CH:23]=2)=[O:18])[CH3:15])[CH:5]=[C:6]([F:13])[C:7]=1[NH:8][S:9]([CH3:12])(=[O:11])=[O:10], predict the reactants needed to synthesize it. The reactants are: [F:1][C:2]1[CH:3]=[C:4]([CH:14]([NH:16][C:17]([C:19]2[N:20]=[C:21](Cl)[O:22][CH:23]=2)=[O:18])[CH3:15])[CH:5]=[C:6]([F:13])[C:7]=1[NH:8][S:9]([CH3:12])(=[O:11])=[O:10].[Br:25][C:26]1[CH:27]=[C:28]([OH:32])[CH:29]=[CH:30][CH:31]=1. (7) Given the product [O:7]1[C:11]([C:12]([O:14][CH2:1][CH2:2][CH2:3][CH3:4])=[O:13])=[CH:10][CH:9]=[C:8]1[C:15]([O:17][CH2:1][CH2:2][CH2:3][CH3:4])=[O:16], predict the reactants needed to synthesize it. The reactants are: [CH2:1](O)[CH2:2][CH2:3][CH3:4].O.[O:7]1[C:11]([C:12]([OH:14])=[O:13])=[CH:10][CH:9]=[C:8]1[C:15]([OH:17])=[O:16].S(=O)(=O)(O)O. (8) Given the product [C:39]([O:38][C:36](=[O:37])[N:12]([CH2:11][C:10]1[CH:31]=[CH:32][CH:33]=[C:8]([O:1][C:2]2[CH:3]=[CH:4][CH:5]=[CH:6][CH:7]=2)[CH:9]=1)[CH2:13][CH2:14][C:15]1[C:23]2[C:18](=[CH:19][CH:20]=[C:21]([O:24][C:25]3[CH:26]=[CH:27][CH:28]=[CH:29][CH:30]=3)[CH:22]=2)[NH:17][CH:16]=1)([CH3:42])([CH3:41])[CH3:40], predict the reactants needed to synthesize it. The reactants are: [O:1]([C:8]1[CH:9]=[C:10]([CH:31]=[CH:32][CH:33]=1)[CH2:11][NH:12][CH2:13][CH2:14][C:15]1[C:23]2[C:18](=[CH:19][CH:20]=[C:21]([O:24][C:25]3[CH:30]=[CH:29][CH:28]=[CH:27][CH:26]=3)[CH:22]=2)[NH:17][CH:16]=1)[C:2]1[CH:7]=[CH:6][CH:5]=[CH:4][CH:3]=1.[OH-].[Na+].[C:36](O[C:36]([O:38][C:39]([CH3:42])([CH3:41])[CH3:40])=[O:37])([O:38][C:39]([CH3:42])([CH3:41])[CH3:40])=[O:37].O.